Task: Predict the product of the given reaction.. Dataset: Forward reaction prediction with 1.9M reactions from USPTO patents (1976-2016) (1) Given the reactants [CH2:1]([N:8]1[CH2:13][CH2:12][CH:11]([NH:14][C:15](=O)[CH2:16][C:17]2[CH:22]=[CH:21][CH:20]=[C:19]([F:23])[C:18]=2[N+:24]([O-:26])=[O:25])[CH2:10][CH2:9]1)[C:2]1[CH:7]=[CH:6][CH:5]=[CH:4][CH:3]=1.Cl[Si](C)(C)C.[BH4-].[Li+].O.Cl.[OH-].[Na+], predict the reaction product. The product is: [F:23][C:19]1[C:18]([N+:24]([O-:26])=[O:25])=[C:17]([CH:22]=[CH:21][CH:20]=1)[CH2:16][CH2:15][NH:14][CH:11]1[CH2:12][CH2:13][N:8]([CH2:1][C:2]2[CH:7]=[CH:6][CH:5]=[CH:4][CH:3]=2)[CH2:9][CH2:10]1. (2) Given the reactants [H-].[Na+].[F:3][C:4]1[CH:9]=[CH:8][C:7]([CH2:10][N:11]2[CH2:16][CH2:15][O:14][CH2:13][CH2:12]2)=[CH:6][C:5]=1[C:17](=[O:19])[CH3:18].[C:20](=O)([O:24]CC)[O:21][CH2:22][CH3:23], predict the reaction product. The product is: [F:3][C:4]1[CH:9]=[CH:8][C:7]([CH2:10][N:11]2[CH2:12][CH2:13][O:14][CH2:15][CH2:16]2)=[CH:6][C:5]=1[C:17](=[O:19])[CH2:18][C:20]([O:21][CH2:22][CH3:23])=[O:24]. (3) Given the reactants [Cl:1][C:2]1[CH:8]=[C:7]([O:9][C:10]2[C:11]3[N:18]([CH3:19])[CH:17]=[CH:16][C:12]=3[N:13]=[CH:14][N:15]=2)[CH:6]=[CH:5][C:3]=1[NH2:4].N1C=CC=CC=1.Cl[C:27](OC1C=CC=CC=1)=[O:28].[NH2:36][C:37]1[CH:38]=[C:39]([C:43]([OH:49])([CH3:48])[C:44]([F:47])([F:46])[F:45])[CH:40]=[CH:41][CH:42]=1, predict the reaction product. The product is: [Cl:1][C:2]1[CH:8]=[C:7]([O:9][C:10]2[C:11]3[N:18]([CH3:19])[CH:17]=[CH:16][C:12]=3[N:13]=[CH:14][N:15]=2)[CH:6]=[CH:5][C:3]=1[NH:4][C:27]([NH:36][C:37]1[CH:42]=[CH:41][CH:40]=[C:39]([C:43]([OH:49])([CH3:48])[C:44]([F:45])([F:46])[F:47])[CH:38]=1)=[O:28].